Dataset: Full USPTO retrosynthesis dataset with 1.9M reactions from patents (1976-2016). Task: Predict the reactants needed to synthesize the given product. Given the product [CH3:1][O:2][C:3]1[CH:4]=[CH:5][C:6]2[N:15]([CH2:23][C:24]3[CH:25]=[CH:26][C:27]([O:28][CH2:29][CH2:30][N:31]4[CH2:32][CH2:33][CH2:34][CH2:35]4)=[CH:37][CH:38]=3)[C:14]3[C:13]4[CH:16]=[CH:17][CH:18]=[CH:19][C:12]=4[S:11][CH2:10][CH2:9][C:8]=3[C:7]=2[CH:20]=1, predict the reactants needed to synthesize it. The reactants are: [CH3:1][O:2][C:3]1[CH:4]=[CH:5][C:6]2[NH:15][C:14]3[C:13]4[CH:16]=[CH:17][CH:18]=[CH:19][C:12]=4[S:11][CH2:10][CH2:9][C:8]=3[C:7]=2[CH:20]=1.Cl.Cl[CH2:23][C:24]1[CH:38]=[CH:37][C:27]([O:28][CH2:29][CH2:30][NH:31][CH:32]2C[CH2:35][CH2:34][CH2:33]2)=[CH:26][CH:25]=1.